This data is from Catalyst prediction with 721,799 reactions and 888 catalyst types from USPTO. The task is: Predict which catalyst facilitates the given reaction. (1) Reactant: [CH3:1][C:2]1[CH:6]=[CH:5][S:4][C:3]=1[CH2:7][NH:8][C:9]1[S:10][CH2:11][C:12](=[O:14])[N:13]=1.C(O[Na])(C)=O.[CH:20]([C:22]1[N:23]=[C:24]2[C:29](=[CH:30][CH:31]=1)[N:28]=[CH:27][C:26]([C:32]#[N:33])=[CH:25]2)=O. Product: [CH3:1][C:2]1[CH:6]=[CH:5][S:4][C:3]=1[CH2:7][NH:8][C:9]1[S:10][C:11](=[CH:20][C:22]2[N:23]=[C:24]3[C:29](=[CH:30][CH:31]=2)[N:28]=[CH:27][C:26]([C:32]#[N:33])=[CH:25]3)[C:12](=[O:14])[N:13]=1. The catalyst class is: 52. (2) Reactant: [C:1]1([N:7]([CH2:30][CH2:31][C:32]([O:34][CH2:35][CH3:36])=[O:33])[C:8]([C:10]2[CH:29]=[CH:28][C:13]3[N:14]([CH3:27])[C:15]([CH2:17][S:18][C:19]4[CH:24]=[CH:23][C:22]([C:25]#[N:26])=[CH:21][CH:20]=4)=[N:16][C:12]=3[CH:11]=2)=[O:9])[CH:6]=[CH:5][CH:4]=[CH:3][CH:2]=1.[ClH:37].C(=O)([O-])[O-].[NH4+:42].[NH4+].C(OCC)(=O)C.C(O)C.N. Product: [ClH:37].[C:1]1([N:7]([CH2:30][CH2:31][C:32]([O:34][CH2:35][CH3:36])=[O:33])[C:8]([C:10]2[CH:29]=[CH:28][C:13]3[N:14]([CH3:27])[C:15]([CH2:17][S:18][C:19]4[CH:24]=[CH:23][C:22]([C:25](=[NH:42])[NH2:26])=[CH:21][CH:20]=4)=[N:16][C:12]=3[CH:11]=2)=[O:9])[CH:2]=[CH:3][CH:4]=[CH:5][CH:6]=1. The catalyst class is: 8. (3) Reactant: [Cl:1][C:2]1[CH:26]=[CH:25][C:5]([O:6][C:7]2[N:12]=[CH:11][C:10]([NH:13][C:14](=[O:24])[C:15]3[CH:20]=[CH:19][CH:18]=[CH:17][C:16]=3[N+:21]([O-])=O)=[CH:9][CH:8]=2)=[C:4]([CH3:27])[CH:3]=1.[H][H]. Product: [NH2:21][C:16]1[CH:17]=[CH:18][CH:19]=[CH:20][C:15]=1[C:14]([NH:13][C:10]1[CH:11]=[N:12][C:7]([O:6][C:5]2[CH:25]=[CH:26][C:2]([Cl:1])=[CH:3][C:4]=2[CH3:27])=[CH:8][CH:9]=1)=[O:24]. The catalyst class is: 261. (4) Product: [ClH:33].[CH3:1][CH:2]([CH3:32])[CH:3]([NH:11][C:12](=[O:31])[CH2:13][N:14]1[C:19](=[O:20])[C:18]([NH2:21])=[CH:17][N:16]=[C:15]1[C:25]1[CH:30]=[CH:29][CH:28]=[CH:27][CH:26]=1)[C:4]([C:6]1[S:7][CH:8]=[CH:9][N:10]=1)=[O:5]. The catalyst class is: 5. Reactant: [CH3:1][CH:2]([CH3:32])[CH:3]([NH:11][C:12](=[O:31])[CH2:13][N:14]1[C:19](=[O:20])[C:18]([NH:21]C(=O)C)=[CH:17][N:16]=[C:15]1[C:25]1[CH:30]=[CH:29][CH:28]=[CH:27][CH:26]=1)[C:4]([C:6]1[S:7][CH:8]=[CH:9][N:10]=1)=[O:5].[ClH:33]. (5) Reactant: [N+:1]([C:4]1[C:12]2[N:11]=[CH:10][N:9]([CH2:13][C:14]([NH:16][C:17]3[CH:22]=[CH:21][CH:20]=[C:19]([C:23]([F:26])([F:25])[F:24])[CH:18]=3)=[O:15])[C:8]=2[CH:7]=[CH:6][CH:5]=1)([O-])=O.[Sn](Cl)Cl.C([O-])(O)=O.[Na+]. Product: [NH2:1][C:4]1[C:12]2[N:11]=[CH:10][N:9]([CH2:13][C:14]([NH:16][C:17]3[CH:22]=[CH:21][CH:20]=[C:19]([C:23]([F:25])([F:26])[F:24])[CH:18]=3)=[O:15])[C:8]=2[CH:7]=[CH:6][CH:5]=1. The catalyst class is: 8. (6) Reactant: [O:1]1CCO[CH:2]1[C:6]1[CH:7]=[C:8]([CH2:12][CH2:13][CH2:14][CH2:15][C:16]2([CH2:63][CH2:64][CH2:65][CH2:66][C:67]3[CH:72]=[CH:71][CH:70]=[C:69]([CH:73]4OCC[O:74]4)[CH:68]=3)[C:28]3[CH:27]=[C:26]([N:29]([C:36]4[C:45]5[C:40](=[CH:41][CH:42]=[CH:43][CH:44]=5)[CH:39]=[CH:38][CH:37]=4)[C:30]4[CH:35]=[CH:34][CH:33]=[CH:32][CH:31]=4)[CH:25]=[CH:24][C:23]=3[C:22]3[C:17]2=[CH:18][C:19]([N:46]([C:53]2[C:62]4[C:57](=[CH:58][CH:59]=[CH:60][CH:61]=4)[CH:56]=[CH:55][CH:54]=2)[C:47]2[CH:52]=[CH:51][CH:50]=[CH:49][CH:48]=2)=[CH:20][CH:21]=3)[CH:9]=[CH:10][CH:11]=1.Cl. Product: [C:36]1([N:29]([C:30]2[CH:35]=[CH:34][CH:33]=[CH:32][CH:31]=2)[C:26]2[CH:25]=[CH:24][C:23]3[C:22]4[C:17](=[CH:18][C:19]([N:46]([C:53]5[C:62]6[C:57](=[CH:58][CH:59]=[CH:60][CH:61]=6)[CH:56]=[CH:55][CH:54]=5)[C:47]5[CH:52]=[CH:51][CH:50]=[CH:49][CH:48]=5)=[CH:20][CH:21]=4)[C:16]([CH2:63][CH2:64][CH2:65][CH2:66][C:67]4[CH:68]=[C:69]([CH:70]=[CH:71][CH:72]=4)[CH:73]=[O:74])([CH2:15][CH2:14][CH2:13][CH2:12][C:8]4[CH:7]=[C:6]([CH:11]=[CH:10][CH:9]=4)[CH:2]=[O:1])[C:28]=3[CH:27]=2)[C:45]2[C:40](=[CH:41][CH:42]=[CH:43][CH:44]=2)[CH:39]=[CH:38][CH:37]=1. The catalyst class is: 21. (7) Reactant: [CH:1]1([C:5]([O:7][CH2:8][CH3:9])=[O:6])[CH2:4][CH2:3][CH2:2]1.C([N-]C(C)C)(C)C.[Li+].Br[CH2:19][CH2:20][O:21][CH2:22][C:23]1[CH:28]=[CH:27][CH:26]=[CH:25][CH:24]=1. Product: [CH2:22]([O:21][CH2:20][CH2:19][C:1]1([C:5]([O:7][CH2:8][CH3:9])=[O:6])[CH2:4][CH2:3][CH2:2]1)[C:23]1[CH:28]=[CH:27][CH:26]=[CH:25][CH:24]=1. The catalyst class is: 7. (8) Reactant: [OH:1][CH2:2][CH:3]1[CH:8]([OH:9])[CH:7]([OH:10])[CH:6]([OH:11])[CH:5]([O:12][C:13]2[CH:17]=[CH:16][S:15][C:14]=2[CH:18]=[CH:19][C:20]2[CH:25]=[CH:24][C:23]([O:26][CH3:27])=[CH:22][CH:21]=2)[O:4]1. Product: [OH:1][CH2:2][CH:3]1[CH:8]([OH:9])[CH:7]([OH:10])[CH:6]([OH:11])[CH:5]([O:12][C:13]2[CH:17]=[CH:16][S:15][C:14]=2[CH2:18][CH2:19][C:20]2[CH:21]=[CH:22][C:23]([O:26][CH3:27])=[CH:24][CH:25]=2)[O:4]1. The catalyst class is: 19. (9) Reactant: [CH3:1][O:2][C:3](=[O:11])[C:4]1[CH:9]=[CH:8][C:7]([NH2:10])=[CH:6][CH:5]=1.C(=O)(O)[O-].[Na+].[CH2:17]([O:24][CH2:25][C:26](Cl)=[O:27])[C:18]1[CH:23]=[CH:22][CH:21]=[CH:20][CH:19]=1. Product: [CH3:1][O:2][C:3](=[O:11])[C:4]1[CH:9]=[CH:8][C:7]([NH:10][C:26](=[O:27])[CH2:25][O:24][CH2:17][C:18]2[CH:23]=[CH:22][CH:21]=[CH:20][CH:19]=2)=[CH:6][CH:5]=1. The catalyst class is: 13.